Dataset: Full USPTO retrosynthesis dataset with 1.9M reactions from patents (1976-2016). Task: Predict the reactants needed to synthesize the given product. (1) Given the product [CH3:13][N:14]1[CH2:18][CH2:17][N:16]([C:19]([NH:23][C:24]2[CH:32]=[C:31]3[C:27]([CH2:28][C:29](=[O:33])[NH:30]3)=[CH:26][CH:25]=2)=[O:20])[C:15]1=[O:22], predict the reactants needed to synthesize it. The reactants are: ClC(OC(=O)OC(Cl)(Cl)Cl)(Cl)Cl.[CH3:13][N:14]1[CH2:18][CH2:17][N:16]([C:19](Cl)=[O:20])[C:15]1=[O:22].[NH2:23][C:24]1[CH:32]=[C:31]2[C:27]([CH2:28][C:29](=[O:33])[NH:30]2)=[CH:26][CH:25]=1.C(=O)([O-])[O-].[Na+].[Na+]. (2) Given the product [CH3:1][O:2][C:3](=[O:25])[CH:4]([N:11]1[CH2:12][CH2:13][N:14]([C:17]2[CH:22]=[CH:21][C:20]([NH:23][C:30](=[O:31])[CH2:29][CH2:28][CH:27]([CH3:33])[CH3:26])=[CH:19][C:18]=2[F:24])[CH2:15][CH2:16]1)[C:5]1[CH:10]=[CH:9][CH:8]=[CH:7][CH:6]=1, predict the reactants needed to synthesize it. The reactants are: [CH3:1][O:2][C:3](=[O:25])[CH:4]([N:11]1[CH2:16][CH2:15][N:14]([C:17]2[CH:22]=[CH:21][C:20]([NH2:23])=[CH:19][C:18]=2[F:24])[CH2:13][CH2:12]1)[C:5]1[CH:10]=[CH:9][CH:8]=[CH:7][CH:6]=1.[CH3:26][CH:27]([CH3:33])[CH2:28][CH2:29][C:30](Cl)=[O:31]. (3) The reactants are: C[O:2][C:3](=[O:15])[CH:4]([CH2:8][C:9]1[CH:14]=[CH:13][CH:12]=[CH:11][CH:10]=1)[C:5]([O-])=O.[OH-].[K+].O. Given the product [CH2:8]([CH:4]([CH3:5])[C:3]([OH:15])=[O:2])[C:9]1[CH:14]=[CH:13][CH:12]=[CH:11][CH:10]=1, predict the reactants needed to synthesize it. (4) Given the product [C:1]([O:5][C:6](=[O:22])[NH:7][C:8]1[CH:13]=[C:12]([N:27]([CH2:23][CH:24]([CH3:26])[CH3:25])[CH3:28])[C:11]([C:15]([F:18])([F:17])[F:16])=[CH:10][C:9]=1[N+:19]([O-:21])=[O:20])([CH3:4])([CH3:3])[CH3:2], predict the reactants needed to synthesize it. The reactants are: [C:1]([O:5][C:6](=[O:22])[NH:7][C:8]1[CH:13]=[C:12](Cl)[C:11]([C:15]([F:18])([F:17])[F:16])=[CH:10][C:9]=1[N+:19]([O-:21])=[O:20])([CH3:4])([CH3:3])[CH3:2].[CH2:23]([NH:27][CH3:28])[CH:24]([CH3:26])[CH3:25].C(N(CC)CC)C. (5) Given the product [Cl:23][C:16]1[S:15][C:14]([O:27][NH:4][C:3]2[CH:5]=[C:6]([CH3:10])[CH:7]=[CH:8][C:2]=2[CH3:1])=[N:18][C:17]=1[C:19]1([CH3:22])[CH2:21][CH2:20]1, predict the reactants needed to synthesize it. The reactants are: [CH3:1][C:2]1[CH:8]=[C:7](O)[C:6]([CH3:10])=[CH:5][C:3]=1[NH2:4].[H-].[Na+].Cl[C:14]1[S:15][C:16]([Cl:23])=[C:17]([C:19]2([CH3:22])[CH2:21][CH2:20]2)[N:18]=1.CN(C)C=[O:27]. (6) Given the product [CH:23](/[C:19]1([CH3:22])[CH2:18][CH2:17][N:16]([C:15]2[N:10]3[N:9]=[C:8]([C:4]4[CH:3]=[C:2]([C:42]5[CH:41]=[C:40]([Cl:39])[CH:45]=[CH:44][C:43]=5[OH:49])[CH:7]=[CH:6][CH:5]=4)[CH:38]=[C:11]3[N:12]=[C:13]([CH3:37])[C:14]=2[C@H:27]([O:32][C:33]([CH3:36])([CH3:35])[CH3:34])[C:28]([O:30][CH3:31])=[O:29])[CH2:21][CH2:20]1)=[CH:24]\[CH:25]=[CH2:26], predict the reactants needed to synthesize it. The reactants are: Br[C:2]1[CH:3]=[C:4]([C:8]2[CH:38]=[C:11]3[N:12]=[C:13]([CH3:37])[C:14]([C@H:27]([O:32][C:33]([CH3:36])([CH3:35])[CH3:34])[C:28]([O:30][CH3:31])=[O:29])=[C:15]([N:16]4[CH2:21][CH2:20][C:19](/[CH:23]=[CH:24]/[CH:25]=[CH2:26])([CH3:22])[CH2:18][CH2:17]4)[N:10]3[N:9]=2)[CH:5]=[CH:6][CH:7]=1.[Cl:39][C:40]1[CH:41]=[CH:42][C:43]([OH:49])=[C:44](B(O)O)[CH:45]=1.C([O-])([O-])=O.[K+].[K+].